The task is: Predict which catalyst facilitates the given reaction.. This data is from Catalyst prediction with 721,799 reactions and 888 catalyst types from USPTO. (1) Reactant: [C:1]1([CH2:7][C:8]([OH:10])=O)[CH:6]=[CH:5][CH:4]=[CH:3][CH:2]=1.C(Cl)(=O)C(Cl)=O.[F:17][C:18]1[CH:23]=[CH:22][C:21]([O:24]C)=[CH:20][CH:19]=1.[Al+3].[Cl-].[Cl-].[Cl-]. The catalyst class is: 139. Product: [F:17][C:18]1[CH:19]=[CH:20][C:21]([OH:24])=[C:22]([C:8](=[O:10])[CH2:7][C:1]2[CH:2]=[CH:3][CH:4]=[CH:5][CH:6]=2)[CH:23]=1. (2) Reactant: [CH3:1][NH:2][C:3]([C:5]1[CH:10]=[C:9]([O:11][C:12]2[CH:17]=[CH:16][C:15]([NH:18][C:19]([NH:21][C:22]3[CH:27]=[CH:26][C:25]([Cl:28])=[C:24]([C:29]([F:32])([F:31])[F:30])[CH:23]=3)=[O:20])=[C:14]([F:33])[CH:13]=2)[CH:8]=[CH:7][N:6]=1)=[O:4].[C:34]1([S:40]([OH:43])(=[O:42])=[O:41])[CH:39]=[CH:38][CH:37]=[CH:36][CH:35]=1. Product: [C:34]1([S:40]([OH:43])(=[O:42])=[O:41])[CH:39]=[CH:38][CH:37]=[CH:36][CH:35]=1.[CH3:1][NH:2][C:3]([C:5]1[CH:10]=[C:9]([O:11][C:12]2[CH:17]=[CH:16][C:15]([NH:18][C:19]([NH:21][C:22]3[CH:27]=[CH:26][C:25]([Cl:28])=[C:24]([C:29]([F:32])([F:31])[F:30])[CH:23]=3)=[O:20])=[C:14]([F:33])[CH:13]=2)[CH:8]=[CH:7][N:6]=1)=[O:4]. The catalyst class is: 8. (3) Reactant: [F:1][C:2]([F:11])([F:10])[C:3]1[CH:4]=[C:5]([SH:9])[CH:6]=[CH:7][CH:8]=1.[OH:12][C@H:13]1[C@H:17]([OH:18])[CH2:16][O:15][C:14]1=[O:19].C(=O)([O-])[O-].[K+].[K+].CCOC(C)=O. Product: [OH:12][C@@H:13]([C@H:17]([OH:18])[CH2:16][S:9][C:5]1[CH:6]=[CH:7][CH:8]=[C:3]([C:2]([F:1])([F:10])[F:11])[CH:4]=1)[C:14]([OH:19])=[O:15]. The catalyst class is: 3. (4) Reactant: [CH:1]1([NH:7][C:8]2[CH:17]=[C:16]3[C:11]([C:12](=[O:28])[C:13]([CH2:23][CH2:24][CH2:25][CH2:26]O)=[CH:14][N:15]3[CH:18]([CH2:21][CH3:22])[CH2:19][CH3:20])=[CH:10][C:9]=2[F:29])[CH2:6][CH2:5][CH2:4][CH2:3][CH2:2]1.C1(P(C2C=CC=CC=2)C2C=CC=CC=2)C=CC=CC=1.C(Br)(Br)(Br)[Br:50].C(=O)([O-])O.[Na+]. Product: [Br:50][CH2:26][CH2:25][CH2:24][CH2:23][C:13]1[C:12](=[O:28])[C:11]2[C:16](=[CH:17][C:8]([NH:7][CH:1]3[CH2:6][CH2:5][CH2:4][CH2:3][CH2:2]3)=[C:9]([F:29])[CH:10]=2)[N:15]([CH:18]([CH2:21][CH3:22])[CH2:19][CH3:20])[CH:14]=1. The catalyst class is: 26. (5) Reactant: [N:1](OCCC(C)C)=O.[CH2:9]([O:11][C:12](=[O:35])[C@@H:13]([CH2:20][C:21]1[CH:26]=[C:25]([Cl:27])[C:24]([NH2:28])=[C:23]([CH3:29])[C:22]=1[CH2:30][O:31][C:32](=[O:34])[CH3:33])[CH2:14][C:15]([O:17][CH2:18][CH3:19])=[O:16])[CH3:10].C([O-])(=O)C.[K+]. The catalyst class is: 15. Product: [CH2:9]([O:11][C:12](=[O:35])[C@@H:13]([CH2:20][C:21]1[C:22]([CH2:30][O:31][C:32](=[O:34])[CH3:33])=[C:23]2[C:24](=[C:25]([Cl:27])[CH:26]=1)[NH:28][N:1]=[CH:29]2)[CH2:14][C:15]([O:17][CH2:18][CH3:19])=[O:16])[CH3:10]. (6) Reactant: [CH3:1][N:2]([CH3:18])[CH:3]1[CH2:7][CH2:6][N:5]([C:8]2[S:9][C:10]3[CH:16]=[C:15]([NH2:17])[CH:14]=[CH:13][C:11]=3[N:12]=2)[CH2:4]1.[C:19]1([C:25]2[O:29][N:28]=[C:27]([C:30](O)=[O:31])[CH:26]=2)[CH:24]=[CH:23][CH:22]=[CH:21][CH:20]=1.CN(C(ON1N=NC2C=CC=NC1=2)=[N+](C)C)C.F[P-](F)(F)(F)(F)F.CCN(C(C)C)C(C)C. Product: [CH3:1][N:2]([CH3:18])[CH:3]1[CH2:7][CH2:6][N:5]([C:8]2[S:9][C:10]3[CH:16]=[C:15]([NH:17][C:30]([C:27]4[CH:26]=[C:25]([C:19]5[CH:20]=[CH:21][CH:22]=[CH:23][CH:24]=5)[O:29][N:28]=4)=[O:31])[CH:14]=[CH:13][C:11]=3[N:12]=2)[CH2:4]1. The catalyst class is: 2. (7) Reactant: Cl[C:2]1[CH:7]=[C:6]([C:8](=[O:10])[CH3:9])[CH:5]=[C:4]([NH:11][C@H:12]([C:14]2[CH:19]=[CH:18][C:17]([F:20])=[CH:16][CH:15]=2)[CH3:13])[N:3]=1.[NH2:21][C:22]1[CH:27]=[N:26][CH:25]=[CH:24][N:23]=1.C1(P(C2CCCCC2)C2C=CC=CC=2C2C(C(C)C)=CC(C(C)C)=CC=2C(C)C)CCCCC1.CC(C)([O-])C.[Na+]. Product: [F:20][C:17]1[CH:18]=[CH:19][C:14]([C@@H:12]([NH:11][C:4]2[CH:5]=[C:6]([C:8](=[O:10])[CH3:9])[CH:7]=[C:2]([NH:21][C:22]3[CH:27]=[N:26][CH:25]=[CH:24][N:23]=3)[N:3]=2)[CH3:13])=[CH:15][CH:16]=1. The catalyst class is: 187. (8) Reactant: C(OC(=O)[NH:7][C@H:8]1[C:16]2[C:11](=[CH:12][CH:13]=[C:14]([O:17][C:18]3[N:19]=[C:20]4[C:26]([C:27](=[O:32])[NH:28][CH:29]([CH3:31])[CH3:30])=[CH:25][N:24]([CH2:33][O:34][CH2:35][CH2:36][Si:37]([CH3:40])([CH3:39])[CH3:38])[C:21]4=[N:22][CH:23]=3)[CH:15]=2)[CH2:10][CH2:9]1)(C)(C)C.C([Cl:45])(=O)C. The catalyst class is: 5. Product: [ClH:45].[CH:29]([NH:28][C:27]([C:26]1[C:20]2[C:21](=[N:22][CH:23]=[C:18]([O:17][C:14]3[CH:15]=[C:16]4[C:11](=[CH:12][CH:13]=3)[CH2:10][CH2:9][C@H:8]4[NH2:7])[N:19]=2)[N:24]([CH2:33][O:34][CH2:35][CH2:36][Si:37]([CH3:39])([CH3:38])[CH3:40])[CH:25]=1)=[O:32])([CH3:31])[CH3:30].